This data is from Peptide-MHC class I binding affinity with 185,985 pairs from IEDB/IMGT. The task is: Regression. Given a peptide amino acid sequence and an MHC pseudo amino acid sequence, predict their binding affinity value. This is MHC class I binding data. (1) The peptide sequence is SLYNTVATL. The MHC is HLA-B08:01 with pseudo-sequence HLA-B08:01. The binding affinity (normalized) is 0.435. (2) The peptide sequence is VMNIERQDY. The MHC is HLA-A68:01 with pseudo-sequence HLA-A68:01. The binding affinity (normalized) is 0.633. (3) The peptide sequence is LFFPFGLFK. The MHC is HLA-A26:01 with pseudo-sequence HLA-A26:01. The binding affinity (normalized) is 0.0847. (4) The peptide sequence is TSAYLISIFL. The MHC is HLA-A33:01 with pseudo-sequence HLA-A33:01. The binding affinity (normalized) is 0.290. (5) The peptide sequence is QIYAGIKVR. The MHC is HLA-A24:02 with pseudo-sequence HLA-A24:02. The binding affinity (normalized) is 0. (6) The binding affinity (normalized) is 0.0556. The peptide sequence is RRQDILDLWI. The MHC is HLA-B40:01 with pseudo-sequence HLA-B40:01. (7) The peptide sequence is RNNDPTLPY. The MHC is HLA-A68:02 with pseudo-sequence HLA-A68:02. The binding affinity (normalized) is 0.0847.